Dataset: Forward reaction prediction with 1.9M reactions from USPTO patents (1976-2016). Task: Predict the product of the given reaction. (1) Given the reactants [CH3:1][O:2][C:3]1[C:8]([CH:9]=O)=[C:7]([O:11][CH3:12])[N:6]=[CH:5][N:4]=1.[NH2:13][OH:14].Cl.C([O-])(=O)C.[Na+], predict the reaction product. The product is: [CH3:1][O:2][C:3]1[C:8]([CH:9]=[N:13][OH:14])=[C:7]([O:11][CH3:12])[N:6]=[CH:5][N:4]=1. (2) Given the reactants [NH2:1][C:2]1[C:3]([NH:17][CH2:18][CH:19]2[CH2:24][CH2:23][CH2:22][N:21](C(OC(C)(C)C)=O)[CH2:20]2)=[CH:4][C:5]([NH:8][C:9]2[CH:14]=[N:13][C:12]([C:15]#[N:16])=[CH:11][N:10]=2)=[N:6][CH:7]=1.[BH4-].[Na+].[CH3:34][OH:35], predict the reaction product. The product is: [OH:35][CH2:34][C:2]1[CH:3]=[CH:4][N:1]([C:2]2[C:3]([NH:17][CH2:18][CH:19]3[CH2:24][CH2:23][CH2:22][NH:21][CH2:20]3)=[CH:4][C:5]([NH:8][C:9]3[N:10]=[CH:11][C:12]([C:15]#[N:16])=[N:13][CH:14]=3)=[N:6][CH:7]=2)[CH:7]=1.